Dataset: Full USPTO retrosynthesis dataset with 1.9M reactions from patents (1976-2016). Task: Predict the reactants needed to synthesize the given product. (1) Given the product [CH3:18][C@H:8]1[NH:9][CH2:10][C@H:5]([C:3]2[N:19]=[C:20]([C:21]([O:23][CH2:24][CH3:25])=[O:22])[S:26][CH:2]=2)[CH2:6][CH2:7]1, predict the reactants needed to synthesize it. The reactants are: Br[CH2:2][C:3]([C@H:5]1[CH2:10][N:9](C(OC(C)(C)C)=O)[C@H:8]([CH3:18])[CH2:7][CH2:6]1)=O.[NH2:19][C:20](=[S:26])[C:21]([O:23][CH2:24][CH3:25])=[O:22]. (2) Given the product [CH:1]1([CH2:7][CH:8]([C:14]([NH:16][CH2:17][CH2:18][C:19]2[CH:24]=[CH:23][CH:22]=[CH:21][CH:20]=2)=[O:15])[C:9]([OH:11])=[O:10])[CH2:2][CH2:3][CH2:4][CH2:5][CH2:6]1, predict the reactants needed to synthesize it. The reactants are: [CH:1]1([CH2:7][CH:8]([C:14]([NH:16][CH2:17][CH2:18][C:19]2[CH:24]=[CH:23][CH:22]=[CH:21][CH:20]=2)=[O:15])[C:9]([O:11]CC)=[O:10])[CH2:6][CH2:5][CH2:4][CH2:3][CH2:2]1.[OH-].[Na+]. (3) The reactants are: [CH:1]1([C:4]2[CH:9]=[C:8]([CH2:10][OH:11])[C:7]([O:12][CH2:13][CH3:14])=[CH:6][C:5]=2[C:15]2[CH:20]=[CH:19][C:18]([F:21])=[CH:17][C:16]=2[F:22])[CH2:3][CH2:2]1. Given the product [CH:1]1([C:4]2[CH:9]=[C:8]([CH:10]=[O:11])[C:7]([O:12][CH2:13][CH3:14])=[CH:6][C:5]=2[C:15]2[CH:20]=[CH:19][C:18]([F:21])=[CH:17][C:16]=2[F:22])[CH2:3][CH2:2]1, predict the reactants needed to synthesize it.